Regression. Given two drug SMILES strings and cell line genomic features, predict the synergy score measuring deviation from expected non-interaction effect. From a dataset of NCI-60 drug combinations with 297,098 pairs across 59 cell lines. (1) Drug 1: C1=C(C(=O)NC(=O)N1)F. Drug 2: CC1=C2C(C(=O)C3(C(CC4C(C3C(C(C2(C)C)(CC1OC(=O)C(C(C5=CC=CC=C5)NC(=O)OC(C)(C)C)O)O)OC(=O)C6=CC=CC=C6)(CO4)OC(=O)C)O)C)O. Cell line: BT-549. Synergy scores: CSS=38.8, Synergy_ZIP=-7.15, Synergy_Bliss=-9.60, Synergy_Loewe=-8.52, Synergy_HSA=-3.71. (2) Cell line: TK-10. Synergy scores: CSS=18.6, Synergy_ZIP=-10.2, Synergy_Bliss=-12.2, Synergy_Loewe=-24.0, Synergy_HSA=-10.6. Drug 2: CCCCC(=O)OCC(=O)C1(CC(C2=C(C1)C(=C3C(=C2O)C(=O)C4=C(C3=O)C=CC=C4OC)O)OC5CC(C(C(O5)C)O)NC(=O)C(F)(F)F)O. Drug 1: C1=NC(=NC(=O)N1C2C(C(C(O2)CO)O)O)N. (3) Drug 1: CC1=CC=C(C=C1)C2=CC(=NN2C3=CC=C(C=C3)S(=O)(=O)N)C(F)(F)F. Drug 2: CC1=C(C(=O)C2=C(C1=O)N3CC4C(C3(C2COC(=O)N)OC)N4)N. Cell line: K-562. Synergy scores: CSS=32.9, Synergy_ZIP=-0.691, Synergy_Bliss=-0.960, Synergy_Loewe=-16.0, Synergy_HSA=4.03. (4) Cell line: A549. Drug 2: CN(CC1=CN=C2C(=N1)C(=NC(=N2)N)N)C3=CC=C(C=C3)C(=O)NC(CCC(=O)O)C(=O)O. Drug 1: CS(=O)(=O)C1=CC(=C(C=C1)C(=O)NC2=CC(=C(C=C2)Cl)C3=CC=CC=N3)Cl. Synergy scores: CSS=45.6, Synergy_ZIP=11.2, Synergy_Bliss=9.22, Synergy_Loewe=-1.79, Synergy_HSA=9.39. (5) Drug 1: CC1=C(C(CCC1)(C)C)C=CC(=CC=CC(=CC(=O)O)C)C. Drug 2: CC1C(C(CC(O1)OC2CC(CC3=C2C(=C4C(=C3O)C(=O)C5=C(C4=O)C(=CC=C5)OC)O)(C(=O)CO)O)N)O.Cl. Cell line: PC-3. Synergy scores: CSS=23.0, Synergy_ZIP=-3.96, Synergy_Bliss=-3.97, Synergy_Loewe=-8.76, Synergy_HSA=-3.14. (6) Drug 1: CC1=CC2C(CCC3(C2CCC3(C(=O)C)OC(=O)C)C)C4(C1=CC(=O)CC4)C. Drug 2: C1CC(C1)(C(=O)O)C(=O)O.[NH2-].[NH2-].[Pt+2]. Cell line: A498. Synergy scores: CSS=5.95, Synergy_ZIP=-4.85, Synergy_Bliss=-3.61, Synergy_Loewe=-2.52, Synergy_HSA=-2.33. (7) Drug 1: C1=CC(=CC=C1CCCC(=O)O)N(CCCl)CCCl. Drug 2: C1C(C(OC1N2C=NC3=C2NC=NCC3O)CO)O. Cell line: MDA-MB-231. Synergy scores: CSS=19.3, Synergy_ZIP=-7.57, Synergy_Bliss=-7.23, Synergy_Loewe=-6.63, Synergy_HSA=-5.25. (8) Drug 1: CNC(=O)C1=CC=CC=C1SC2=CC3=C(C=C2)C(=NN3)C=CC4=CC=CC=N4. Drug 2: CC(CN1CC(=O)NC(=O)C1)N2CC(=O)NC(=O)C2. Cell line: UACC62. Synergy scores: CSS=13.8, Synergy_ZIP=-5.52, Synergy_Bliss=-2.10, Synergy_Loewe=-0.859, Synergy_HSA=-0.810. (9) Drug 2: CNC(=O)C1=NC=CC(=C1)OC2=CC=C(C=C2)NC(=O)NC3=CC(=C(C=C3)Cl)C(F)(F)F. Synergy scores: CSS=0.178, Synergy_ZIP=1.52, Synergy_Bliss=2.96, Synergy_Loewe=0.734, Synergy_HSA=0.554. Cell line: MALME-3M. Drug 1: CC1=C(C(=CC=C1)Cl)NC(=O)C2=CN=C(S2)NC3=CC(=NC(=N3)C)N4CCN(CC4)CCO. (10) Cell line: MDA-MB-435. Drug 2: C1CCC(CC1)NC(=O)N(CCCl)N=O. Synergy scores: CSS=15.0, Synergy_ZIP=-2.83, Synergy_Bliss=5.03, Synergy_Loewe=-0.898, Synergy_HSA=-1.12. Drug 1: C1CCN(CC1)CCOC2=CC=C(C=C2)C(=O)C3=C(SC4=C3C=CC(=C4)O)C5=CC=C(C=C5)O.